From a dataset of Full USPTO retrosynthesis dataset with 1.9M reactions from patents (1976-2016). Predict the reactants needed to synthesize the given product. (1) Given the product [CH:4]1([C@H:10]([NH:15][C:16]([C:18]2[C:27]([NH:28][C:29]([NH:31][C:32]3[C:33]([Cl:44])=[CH:34][C:35]([O:39][C:40]([F:43])([F:41])[F:42])=[CH:36][C:37]=3[Cl:38])=[O:30])=[CH:26][C:25]3[C:20](=[CH:21][CH:22]=[CH:23][CH:24]=3)[CH:19]=2)=[O:17])[C:11]([OH:13])=[O:12])[CH2:9][CH2:8][CH2:7][CH2:6][CH2:5]1, predict the reactants needed to synthesize it. The reactants are: O.[OH-].[Li+].[CH:4]1([C@H:10]([NH:15][C:16]([C:18]2[C:27]([NH:28][C:29]([NH:31][C:32]3[C:37]([Cl:38])=[CH:36][C:35]([O:39][C:40]([F:43])([F:42])[F:41])=[CH:34][C:33]=3[Cl:44])=[O:30])=[CH:26][C:25]3[C:20](=[CH:21][CH:22]=[CH:23][CH:24]=3)[CH:19]=2)=[O:17])[C:11]([O:13]C)=[O:12])[CH2:9][CH2:8][CH2:7][CH2:6][CH2:5]1.CO.Cl. (2) Given the product [CH2:12]([C:11]1[NH:9][C:7](=[O:8])[C:6]2[C:2]([CH3:1])=[N:3][S:4][C:5]=2[N:10]=1)[CH:13]([CH3:15])[CH3:14], predict the reactants needed to synthesize it. The reactants are: [CH3:1][C:2]1[C:6]([C:7]([NH2:9])=[O:8])=[C:5]([NH:10][C:11](=O)[CH2:12][CH:13]([CH3:15])[CH3:14])[S:4][N:3]=1. (3) Given the product [C:1]([NH:8][C@@H:9]([C:17]([N:32]1[CH2:33][CH2:34][CH:29]([CH:26]2[CH2:25][CH2:24][N:23]([CH3:22])[CH2:28][CH2:27]2)[CH2:30][CH2:31]1)=[O:19])[CH2:10][C:11]1[CH:12]=[N:13][CH:14]=[CH:15][CH:16]=1)([O:3][C:4]([CH3:5])([CH3:6])[CH3:7])=[O:2], predict the reactants needed to synthesize it. The reactants are: [C:1]([NH:8][C@@H:9]([C:17]([OH:19])=O)[CH2:10][C:11]1[CH:12]=[N:13][CH:14]=[CH:15][CH:16]=1)([O:3][C:4]([CH3:7])([CH3:6])[CH3:5])=[O:2].Br.Br.[CH3:22][N:23]1[CH2:28][CH2:27][CH:26]([CH:29]2[CH2:34][CH2:33][NH:32][CH2:31][CH2:30]2)[CH2:25][CH2:24]1.CCOC(OC(OCC)=O)=O.C(N(CC)C(C)C)(C)C. (4) Given the product [CH3:16][O:15][C:12]1[N:11]=[CH:10][C:9]([CH2:8][C:3]2[C:4](=[O:6])[NH:17][C:18](=[S:19])[NH:20][CH:2]=2)=[CH:14][N:13]=1, predict the reactants needed to synthesize it. The reactants are: O/[CH:2]=[C:3](/[CH2:8][C:9]1[CH:10]=[N:11][C:12]([O:15][CH3:16])=[N:13][CH:14]=1)\[C:4]([O:6]C)=O.[NH2:17][C:18]([NH2:20])=[S:19]. (5) Given the product [O:1]=[C:2]([O:8][CH2:9][C:10](=[O:17])[C:11]1[CH:16]=[CH:15][CH:14]=[CH:13][CH:12]=1)[CH2:3][CH2:4][C:5]([Cl:26])=[O:6], predict the reactants needed to synthesize it. The reactants are: [O:1]=[C:2]([O:8][CH2:9][C:10](=[O:17])[C:11]1[CH:16]=[CH:15][CH:14]=[CH:13][CH:12]=1)[CH2:3][CH2:4][C:5](O)=[O:6].O1CCCC1.C(Cl)(=O)C([Cl:26])=O. (6) Given the product [C:1]([O:5][C:6]([N:8]1[CH2:12][CH2:11][CH:10]([C:13]2[CH:14]=[CH:15][C:16]([NH:19][C:20]([O:38][CH:35]3[CH2:36][CH2:37][C:32]([F:39])([F:31])[CH2:33][CH2:34]3)=[O:21])=[CH:17][CH:18]=2)[CH2:9]1)=[O:7])([CH3:4])([CH3:2])[CH3:3], predict the reactants needed to synthesize it. The reactants are: [C:1]([O:5][C:6]([N:8]1[CH2:12][CH2:11][CH:10]([C:13]2[CH:18]=[CH:17][C:16]([N:19]=[C:20]=[O:21])=[CH:15][CH:14]=2)[CH2:9]1)=[O:7])([CH3:4])([CH3:3])[CH3:2].C(N(CC)C(C)C)(C)C.[F:31][C:32]1([F:39])[CH2:37][CH2:36][CH:35]([OH:38])[CH2:34][CH2:33]1. (7) Given the product [CH:31]([C:33]1[O:1][N:2]=[C:3]([N:5]2[CH2:10][CH2:9][CH:8]([C@H:11]3[O:29][C:14]4=[CH:15][N:16]=[C:17]([C:19]5[CH2:24][CH2:23][N:22]([S:25]([CH3:28])(=[O:27])=[O:26])[CH2:21][CH:20]=5)[CH:18]=[C:13]4[CH2:12]3)[CH2:7][CH2:6]2)[N:4]=1)([CH3:32])[CH3:30], predict the reactants needed to synthesize it. The reactants are: [OH:1][NH:2][C:3]([N:5]1[CH2:10][CH2:9][CH:8]([C@H:11]2[O:29][C:14]3=[CH:15][N:16]=[C:17]([C:19]4[CH2:20][CH2:21][N:22]([S:25]([CH3:28])(=[O:27])=[O:26])[CH2:23][CH:24]=4)[CH:18]=[C:13]3[CH2:12]2)[CH2:7][CH2:6]1)=[NH:4].[C:30](O[C:30](=O)[CH:31]([CH3:33])[CH3:32])(=O)[CH:31]([CH3:33])[CH3:32]. (8) Given the product [NH2:23][C:20]1[N:21]=[CH:22][C:17]([C:3]2[CH:4]=[CH:5][C:6]([C:25]3[C:26]([C:27]([NH:29][C:30]([CH3:33])([CH3:32])[CH3:31])=[O:28])=[CH:34][C:35]([F:38])=[CH:36][CH:37]=3)=[CH:7][C:2]=2[F:1])=[N:18][CH:19]=1, predict the reactants needed to synthesize it. The reactants are: [F:1][C:2]1[CH:7]=[C:6](B2OC(C)(C)C(C)(C)O2)[CH:5]=[CH:4][C:3]=1[C:17]1[N:18]=[CH:19][C:20]([NH2:23])=[N:21][CH:22]=1.Br[C:25]1[CH:37]=[CH:36][C:35]([F:38])=[CH:34][C:26]=1[C:27]([NH:29][C:30]([CH3:33])([CH3:32])[CH3:31])=[O:28]. (9) Given the product [CH2:25]([N:15]([C:16](=[O:24])[C:17]1[CH:22]=[CH:21][CH:20]=[C:19]([Cl:23])[CH:18]=1)[C:7]1[N:8]=[C:9]2[CH2:14][CH2:13][CH2:12][CH2:11][N:10]2[C:6]=1[C:4]([OH:5])=[O:3])[CH2:26][CH2:27][CH3:28], predict the reactants needed to synthesize it. The reactants are: C([O:3][C:4]([C:6]1[N:10]2[CH2:11][CH2:12][CH2:13][CH2:14][C:9]2=[N:8][C:7]=1[N:15]([CH2:25][CH2:26][CH2:27][CH3:28])[C:16](=[O:24])[C:17]1[CH:22]=[CH:21][CH:20]=[C:19]([Cl:23])[CH:18]=1)=[O:5])C. (10) Given the product [Br-:1].[CH2:37]([O:36][C:34]([C:33]1[CH:32]=[C:31]([NH:30][CH:18]([C:15]2[CH:16]=[N:17][C:12]([O:11][CH3:10])=[CH:13][CH:14]=2)[C:19]([O:20][C@@H:21]2[CH:26]3[CH2:27][CH2:28][N+:23]([CH2:2][C:3](=[O:4])[C:5]4[S:6][CH:7]=[CH:8][N:9]=4)([CH2:24][CH2:25]3)[CH2:22]2)=[O:29])[CH:41]=[CH:40][CH:39]=1)=[O:35])[CH3:38], predict the reactants needed to synthesize it. The reactants are: [Br:1][CH2:2][C:3]([C:5]1[S:6][CH:7]=[CH:8][N:9]=1)=[O:4].[CH3:10][O:11][C:12]1[N:17]=[CH:16][C:15]([CH:18]([NH:30][C:31]2[CH:32]=[C:33]([CH:39]=[CH:40][CH:41]=2)[C:34]([O:36][CH2:37][CH3:38])=[O:35])[C:19](=[O:29])[O:20][C@@H:21]2[CH:26]3[CH2:27][CH2:28][N:23]([CH2:24][CH2:25]3)[CH2:22]2)=[CH:14][CH:13]=1.